Dataset: Full USPTO retrosynthesis dataset with 1.9M reactions from patents (1976-2016). Task: Predict the reactants needed to synthesize the given product. (1) The reactants are: [CH2:1]([O:3][C:4]1[C:5]([CH2:22][N:23]([CH3:25])[CH3:24])=[C:6]2[C:10](=[CH:11][CH:12]=1)[N:9](S(C1C=CC=CC=1)(=O)=O)[CH:8]=[CH:7]2)[CH3:2].CCO.[OH-].[Na+]. Given the product [CH2:1]([O:3][C:4]1[C:5]([CH2:22][N:23]([CH3:24])[CH3:25])=[C:6]2[C:10](=[CH:11][CH:12]=1)[NH:9][CH:8]=[CH:7]2)[CH3:2], predict the reactants needed to synthesize it. (2) Given the product [Cl:1][C:2]1[CH:7]=[CH:6][C:5]([CH:8]([CH3:9])[CH3:10])=[CH:4][C:3]=1[O:11][CH3:13].[Cl:12][C:13]1[CH:18]=[CH:17][C:16]([O:19][CH3:23])=[CH:15][C:14]=1[CH:20]([CH3:22])[CH3:21], predict the reactants needed to synthesize it. The reactants are: [Cl:1][C:2]1[CH:7]=[CH:6][C:5]([CH:8]([CH3:10])[CH3:9])=[CH:4][C:3]=1[OH:11].[Cl:12][C:13]1[CH:18]=[CH:17][C:16]([OH:19])=[CH:15][C:14]=1[CH:20]([CH3:22])[CH3:21].[C:23]([O-])([O-])=O.[K+].[K+].IC. (3) Given the product [C:14]([O:17][C:6]1[CH:7]=[CH:2][C:3]([NH:9][C:10](=[O:13])[CH2:11][Cl:12])=[CH:4][CH:5]=1)(=[O:16])[CH3:15], predict the reactants needed to synthesize it. The reactants are: C[C:2]1[CH:7]=[CH:6][CH:5]=[C:4](C)[C:3]=1[NH:9][C:10](=[O:13])[CH2:11][Cl:12].[C:14]([O:17]C1C=CC(N)=CC=1)(=[O:16])[CH3:15]. (4) Given the product [C:1]1([CH2:13][CH2:14][C:15]#[N:16])[C:11]2=[C:12]3[C:7](=[CH:8][CH:9]=[CH:10]2)[CH2:6][CH2:5][CH2:4][N:3]3[CH:2]=1, predict the reactants needed to synthesize it. The reactants are: [C:1]1(/[CH:13]=[CH:14]/[C:15]#[N:16])[C:11]2=[C:12]3[C:7](=[CH:8][CH:9]=[CH:10]2)[CH2:6][CH2:5][CH2:4][N:3]3[CH:2]=1.[H][H].